From a dataset of Full USPTO retrosynthesis dataset with 1.9M reactions from patents (1976-2016). Predict the reactants needed to synthesize the given product. (1) Given the product [CH3:32][N:26]1[C:23]2[C:24](=[O:25])[N:19]([CH2:18][CH2:17][CH2:16][C:12]3[CH:11]=[C:10]([CH:15]=[CH:14][CH:13]=3)[O:9][C:5]([CH3:8])([CH2:6][CH3:7])[C:4]([OH:34])=[O:3])[C:20]([CH3:33])=[N:21][C:22]=2[C:28]([CH2:29][CH2:30][CH3:31])=[N:27]1, predict the reactants needed to synthesize it. The reactants are: C([O:3][C:4](=[O:34])[C:5]([O:9][C:10]1[CH:15]=[CH:14][CH:13]=[C:12]([CH2:16][CH2:17][CH2:18][N:19]2[C:24](=[O:25])[C:23]3[N:26]([CH3:32])[N:27]=[C:28]([CH2:29][CH2:30][CH3:31])[C:22]=3[N:21]=[C:20]2[CH3:33])[CH:11]=1)([CH3:8])[CH2:6][CH3:7])C.[OH-].[K+]. (2) The reactants are: Cl[C:2]1[N:6]=[C:5]([CH:7]2[CH2:12][CH:11]([C:13]3[CH:18]=[CH:17][C:16]([CH2:19][CH3:20])=[CH:15][CH:14]=3)[CH2:10][N:9]([C:21]([N:23]3[CH2:28][CH2:27][CH:26]([OH:29])[CH2:25][CH2:24]3)=[O:22])[CH2:8]2)[O:4][N:3]=1.[NH:30]1[CH2:33][CH2:32][CH2:31]1. Given the product [N:30]1([C:2]2[N:6]=[C:5]([CH:7]3[CH2:12][CH:11]([C:13]4[CH:18]=[CH:17][C:16]([CH2:19][CH3:20])=[CH:15][CH:14]=4)[CH2:10][N:9]([C:21]([N:23]4[CH2:28][CH2:27][CH:26]([OH:29])[CH2:25][CH2:24]4)=[O:22])[CH2:8]3)[O:4][N:3]=2)[CH2:33][CH2:32][CH2:31]1, predict the reactants needed to synthesize it. (3) Given the product [N:10]1[CH:9]=[CH:8][C:7]([CH:4]2[CH2:5][CH2:6][N:1]([C:20]([O:22][CH2:23][C:24]3[CH:29]=[CH:28][CH:27]=[CH:26][CH:25]=3)=[O:21])[CH2:2][CH2:3]2)=[CH:12][CH:11]=1, predict the reactants needed to synthesize it. The reactants are: [NH:1]1[CH2:6][CH2:5][CH:4]([C:7]2[CH:12]=[CH:11][N:10]=[CH:9][CH:8]=2)[CH2:3][CH2:2]1.C(N(CC)CC)C.[C:20](Cl)([O:22][CH2:23][C:24]1[CH:29]=[CH:28][CH:27]=[CH:26][CH:25]=1)=[O:21].C([O-])(O)=O.[Na+]. (4) Given the product [F:22][C:23]1[CH:39]=[C:38]([F:40])[CH:37]=[CH:36][C:24]=1[CH2:25][N:26]([CH2:27][C:28]1[CH:33]=[CH:32][C:31]([CH2:34][CH3:35])=[CH:30][CH:29]=1)[C:12](=[O:14])[CH2:11][O:10][C:9]1[CH:8]=[CH:7][C:6]([CH2:5][C@H:4]([O:3][CH2:1][CH3:2])[C:17]([O:19][CH2:20][CH3:21])=[O:18])=[CH:16][CH:15]=1, predict the reactants needed to synthesize it. The reactants are: [CH2:1]([O:3][C@H:4]([C:17]([O:19][CH2:20][CH3:21])=[O:18])[CH2:5][C:6]1[CH:16]=[CH:15][C:9]([O:10][CH2:11][C:12]([OH:14])=O)=[CH:8][CH:7]=1)[CH3:2].[F:22][C:23]1[CH:39]=[C:38]([F:40])[CH:37]=[CH:36][C:24]=1[CH2:25][NH:26][CH2:27][C:28]1[CH:33]=[CH:32][C:31]([CH2:34][CH3:35])=[CH:30][CH:29]=1.C(N(CC)C(C)C)(C)C.F[B-](F)(F)F.N1(OC(N(C)C)=[N+](C)C)C2C=CC=CC=2N=N1.